From a dataset of Full USPTO retrosynthesis dataset with 1.9M reactions from patents (1976-2016). Predict the reactants needed to synthesize the given product. The reactants are: [C:1]([C:3]1[CH:4]=[CH:5][C:6]([OH:11])=[C:7]([CH:10]=1)[CH:8]=O)#[N:2].C1(P(=[CH:31][CH:32]=[O:33])(C2C=CC=CC=2)C2C=CC=CC=2)C=CC=CC=1. Given the product [C:1]([C:3]1[CH:4]=[CH:5][C:6]([OH:11])=[C:7]([CH:10]=1)[CH:8]=[CH:31][CH:32]=[O:33])#[N:2], predict the reactants needed to synthesize it.